From a dataset of Catalyst prediction with 721,799 reactions and 888 catalyst types from USPTO. Predict which catalyst facilitates the given reaction. Reactant: Cl.Cl.[NH2:3][C:4]1[C:36]([CH3:37])=[CH:35][C:7]([O:8][C:9]2[CH:10]=[CH:11][C:12]3[N:16]=[C:15]([CH2:17][O:18][C:19]4[CH:32]=[CH:31][C:22]([CH2:23][CH:24]5[S:28][C:27](=[O:29])[NH:26][C:25]5=[O:30])=[CH:21][CH:20]=4)[N:14]([CH3:33])[C:13]=3[CH:34]=2)=[CH:6][C:5]=1[CH3:38].[N+:39]([C:42]1[CH:47]=[CH:46][C:45]([N:48]=[C:49]=[O:50])=[CH:44][CH:43]=1)([O-:41])=[O:40].C(N(CC)CC)C. Product: [O:29]=[C:27]1[NH:26][C:25](=[O:30])[CH:24]([CH2:23][C:22]2[CH:21]=[CH:20][C:19]([O:18][CH2:17][C:15]3[N:14]([CH3:33])[C:13]4[CH:34]=[C:9]([O:8][C:7]5[CH:6]=[C:5]([CH3:38])[C:4]([NH:3][C:49]([NH:48][C:45]6[CH:44]=[CH:43][C:42]([N+:39]([O-:41])=[O:40])=[CH:47][CH:46]=6)=[O:50])=[C:36]([CH3:37])[CH:35]=5)[CH:10]=[CH:11][C:12]=4[N:16]=3)=[CH:32][CH:31]=2)[S:28]1. The catalyst class is: 9.